Predict the product of the given reaction. From a dataset of Forward reaction prediction with 1.9M reactions from USPTO patents (1976-2016). (1) Given the reactants [CH2:1]([NH:3][C:4](=[O:6])[O-:5])[CH3:2].[OH:7][C:8]1[C:9]([Cl:21])=[CH:10][C:11]2[CH:12]([CH3:20])[CH:13]3[CH2:17][NH:16][CH2:15][CH:14]3[C:18]=2[CH:19]=1.[F:22][C:23]1[CH:24]=[C:25]([CH:28]=[CH:29][CH:30]=1)[CH2:26]Br, predict the reaction product. The product is: [CH2:1]([NH:3][C:4](=[O:5])[O-:6])[CH3:2].[F:22][C:23]1[CH:24]=[C:25]([CH:28]=[CH:29][CH:30]=1)[CH2:26][O:7][C:8]1[C:9]([Cl:21])=[CH:10][C:11]2[CH:12]([CH3:20])[CH:13]3[CH2:17][NH:16][CH2:15][CH:14]3[C:18]=2[CH:19]=1. (2) Given the reactants [N:1]1[CH:6]=[CH:5][CH:4]=[CH:3][C:2]=1[N:7]1[CH:11]=[C:10]([CH2:12][C:13]#[N:14])[CH:9]=[N:8]1.[CH3:15][N:16]([CH:18](OC)OC)[CH3:17], predict the reaction product. The product is: [CH3:15][N:16]([CH3:17])[CH:18]=[C:12]([C:10]1[CH:9]=[N:8][N:7]([C:2]2[CH:3]=[CH:4][CH:5]=[CH:6][N:1]=2)[CH:11]=1)[C:13]#[N:14].